The task is: Binary Classification. Given a drug SMILES string, predict its activity (active/inactive) in a high-throughput screening assay against a specified biological target.. This data is from KCNQ2 potassium channel screen with 302,405 compounds. (1) The molecule is Brc1ccc(cc1)C(=O)NC(=S)NNC(=O)c1occc1. The result is 0 (inactive). (2) The molecule is s\1c2c([nH]c(=O)c1=C/c1ccccc1)cc(C(=O)N1CCOCC1)cc2. The result is 0 (inactive). (3) The drug is O(c1ccc(N\C(=C\C(=O)c2ccccc2)C(OC)=O)cc1)C. The result is 0 (inactive). (4) The compound is O=c1n(NC(=O)Cc2cc(OC)c(OC)cc2)cc(c2c1cccc2)C(OC)=O. The result is 0 (inactive). (5) The drug is S1(=O)(=O)CC(N\C=C2\c3c(C(=O)N(C2=O)c2ccccc2)cccc3)CC1. The result is 0 (inactive).